Dataset: Full USPTO retrosynthesis dataset with 1.9M reactions from patents (1976-2016). Task: Predict the reactants needed to synthesize the given product. (1) Given the product [CH:11]1([N:14]([C@H:18]2[C:27]3[C:22](=[CH:23][CH:24]=[CH:25][CH:26]=3)[N:21]([C:2]([C:3]3[CH:4]=[N:5][CH:6]=[CH:7][CH:8]=3)=[O:9])[C@@H:20]([CH3:28])[CH2:19]2)[C:15](=[O:17])[CH3:16])[CH2:12][CH2:13]1, predict the reactants needed to synthesize it. The reactants are: Cl.[C:2](Cl)(=[O:9])[C:3]1[CH:8]=[CH:7][CH:6]=[N:5][CH:4]=1.[CH:11]1([N:14]([C@H:18]2[C:27]3[C:22](=[CH:23][CH:24]=[CH:25][CH:26]=3)[NH:21][C@@H:20]([CH3:28])[CH2:19]2)[C:15](=[O:17])[CH3:16])[CH2:13][CH2:12]1.C(=O)([O-])[O-].[Na+].[Na+]. (2) The reactants are: C(C(O)=O)(F)(F)F.[OH:8][C@H:9]1[CH2:13][NH:12][C@H:11]([C:14]([OH:16])=[O:15])[CH2:10]1.C(S(O)(=O)=O)(F)(F)F.[C:25]([Cl:30])(=[O:29])[C:26]([CH3:28])=[CH2:27]. Given the product [ClH:30].[C:25]([O:15][C:14](=[O:16])[C@@H:11]1[CH2:10][C@@H:9]([OH:8])[CH2:13][NH:12]1)(=[O:29])[C:26]([CH3:28])=[CH2:27], predict the reactants needed to synthesize it. (3) Given the product [C:1]([O:5][C:6]([N:8]1[CH2:13][CH2:12][N:11]2[C:14]([CH2:17][CH3:18])=[N:15][C:16]([Cl:30])=[C:10]2[CH:9]1[CH2:19][CH2:20][C:21]1[CH:22]=[C:23]([F:29])[C:24]([Cl:28])=[C:25]([F:27])[CH:26]=1)=[O:7])([CH3:2])([CH3:3])[CH3:4], predict the reactants needed to synthesize it. The reactants are: [C:1]([O:5][C:6]([N:8]1[CH2:13][CH2:12][N:11]2[C:14]([CH2:17][CH3:18])=[N:15][CH:16]=[C:10]2[CH:9]1[CH2:19][CH2:20][C:21]1[CH:26]=[C:25]([F:27])[C:24]([Cl:28])=[C:23]([F:29])[CH:22]=1)=[O:7])([CH3:4])([CH3:3])[CH3:2].[Cl:30]N1C(=O)CCC1=O. (4) Given the product [Br:1][C:2]1[CH:7]=[CH:6][C:5]([NH:8][S:21]([C:18]2[S:17][C:16]3[CH:25]=[CH:26][C:13]([F:12])=[CH:14][C:15]=3[C:19]=2[CH3:20])(=[O:23])=[O:22])=[C:4]([CH2:9][S:10][CH3:11])[CH:3]=1, predict the reactants needed to synthesize it. The reactants are: [Br:1][C:2]1[CH:7]=[CH:6][C:5]([NH2:8])=[C:4]([CH2:9][S:10][CH3:11])[CH:3]=1.[F:12][C:13]1[CH:26]=[CH:25][C:16]2[S:17][C:18]([S:21](Cl)(=[O:23])=[O:22])=[C:19]([CH3:20])[C:15]=2[CH:14]=1. (5) Given the product [CH3:55][N:36]([CH3:35])[CH2:37][CH2:38][CH2:39][O:40][C:41]1[CH:46]=[N:45][C:44]([C:47]2[CH:48]=[C:49]([CH:50]=[CH:51][CH:52]=2)[CH2:53][N:7]2[C:2](=[O:1])[CH:3]=[CH:4][C:5]([C:8]3[CH:9]=[C:10]([CH:13]=[CH:14][CH:15]=3)[C:11]#[N:12])=[N:6]2)=[N:43][CH:42]=1, predict the reactants needed to synthesize it. The reactants are: [O:1]=[C:2]1[NH:7][N:6]=[C:5]([C:8]2[CH:9]=[C:10]([CH:13]=[CH:14][CH:15]=2)[C:11]#[N:12])[CH:4]=[CH:3]1.C1(P(C2C=CC=CC=2)C2C=CC=CC=2)C=CC=CC=1.[CH3:35][N:36]([CH3:55])[CH2:37][CH2:38][CH2:39][O:40][C:41]1[CH:42]=[N:43][C:44]([C:47]2[CH:48]=[C:49]([CH2:53]O)[CH:50]=[CH:51][CH:52]=2)=[N:45][CH:46]=1.N(C(OC(C)C)=O)=NC(OC(C)C)=O.Cl. (6) Given the product [Cl:1][C:2]1[CH:13]=[C:12]([NH:20][CH2:18][CH3:19])[C:11]([N+:15]([O-:17])=[O:16])=[CH:10][C:3]=1[C:4]([NH:6][CH:7]1[CH2:9][CH2:8]1)=[O:5], predict the reactants needed to synthesize it. The reactants are: [Cl:1][C:2]1[CH:13]=[C:12](F)[C:11]([N+:15]([O-:17])=[O:16])=[CH:10][C:3]=1[C:4]([NH:6][CH:7]1[CH2:9][CH2:8]1)=[O:5].[CH2:18]([NH2:20])[CH3:19].